This data is from Catalyst prediction with 721,799 reactions and 888 catalyst types from USPTO. The task is: Predict which catalyst facilitates the given reaction. (1) Reactant: [H-].C([Al+]CC(C)C)C(C)C.[Br:11][C:12]1[CH:13]=[CH:14][C:15]([F:46])=[C:16]([C@:18]2([CH2:44][F:45])[CH:23]=[C:22]([C:24](OC)=[O:25])[S:21][C:20]([N:28]([C:37]([O:39][C:40]([CH3:43])([CH3:42])[CH3:41])=[O:38])[CH2:29][O:30][CH2:31][CH2:32][Si:33]([CH3:36])([CH3:35])[CH3:34])=[N:19]2)[CH:17]=1.CC(C[AlH]CC(C)C)C.CO. Product: [C:40]([O:39][C:37](=[O:38])[N:28]([C:20]1[S:21][C:22]([CH2:24][OH:25])=[CH:23][C@:18]([C:16]2[CH:17]=[C:12]([Br:11])[CH:13]=[CH:14][C:15]=2[F:46])([CH2:44][F:45])[N:19]=1)[CH2:29][O:30][CH2:31][CH2:32][Si:33]([CH3:34])([CH3:35])[CH3:36])([CH3:43])([CH3:41])[CH3:42]. The catalyst class is: 1. (2) The catalyst class is: 20. Reactant: [Br:1][C:2]1[CH:7]=[N:6][C:5]([C:8]#[N:9])=[C:4]2[NH:10][CH:11]=[CH:12][C:3]=12.[H-].[Na+].[CH3:15][C:16]1[CH:21]=[CH:20][C:19]([S:22](Cl)(=[O:24])=[O:23])=[CH:18][CH:17]=1. Product: [Br:1][C:2]1[CH:7]=[N:6][C:5]([C:8]#[N:9])=[C:4]2[N:10]([S:22]([C:19]3[CH:20]=[CH:21][C:16]([CH3:15])=[CH:17][CH:18]=3)(=[O:24])=[O:23])[CH:11]=[CH:12][C:3]=12. (3) The catalyst class is: 7. Product: [F:1][C:2]1[C:7]([CH2:8][OH:9])=[CH:6][CH:5]=[CH:4][C:3]=1[C:10]1[CH:11]=[C:12]([CH2:24][N:25]([CH3:33])[C:26](=[O:32])[O:27][C:28]([CH3:29])([CH3:30])[CH3:31])[S:13][C:14]=1[S:15]([C:18]1[CH:23]=[CH:22][CH:21]=[CH:20][CH:19]=1)(=[O:16])=[O:17]. Reactant: [F:1][C:2]1[C:7]([CH:8]=[O:9])=[CH:6][CH:5]=[CH:4][C:3]=1[C:10]1[CH:11]=[C:12]([CH2:24][N:25]([CH3:33])[C:26](=[O:32])[O:27][C:28]([CH3:31])([CH3:30])[CH3:29])[S:13][C:14]=1[S:15]([C:18]1[CH:23]=[CH:22][CH:21]=[CH:20][CH:19]=1)(=[O:17])=[O:16].[BH4-].[Na+].CO.O. (4) Reactant: Br[C:2]1[CH:3]=[C:4]([C:23]([NH2:25])=[O:24])[C:5]2[NH:6][C:7]3[C:12]([C:13]=2[CH:14]=1)=[CH:11][CH:10]=[C:9]([C:15]([N:17]1[CH2:22][CH2:21][O:20][CH2:19][CH2:18]1)=[O:16])[CH:8]=3.[CH3:26][C:27]1([CH3:43])[C:31]([CH3:33])([CH3:32])[O:30][B:29]([B:29]2[O:30][C:31]([CH3:33])([CH3:32])[C:27]([CH3:43])([CH3:26])[O:28]2)[O:28]1.C([O-])(=O)C.[K+]. Product: [N:17]1([C:15]([C:9]2[CH:8]=[C:7]3[C:12]([C:13]4[CH:14]=[C:2]([B:29]5[O:30][C:31]([CH3:33])([CH3:32])[C:27]([CH3:43])([CH3:26])[O:28]5)[CH:3]=[C:4]([C:23]([NH2:25])=[O:24])[C:5]=4[NH:6]3)=[CH:11][CH:10]=2)=[O:16])[CH2:22][CH2:21][O:20][CH2:19][CH2:18]1. The catalyst class is: 819. (5) Reactant: O/[CH:2]=[C:3]1\[C:4](=O)[C@:5]2([C:18]3[CH:23]=[CH:22][CH:21]=[CH:20][CH:19]=3)[C@@H:10]([CH2:11][CH2:12]\1)[C@H:9]([CH3:13])[C:8]1([O:17][CH2:16][CH2:15][O:14]1)[CH2:7][CH2:6]2.Cl.[CH2:26]([NH:28][C:29]([NH2:31])=[NH:30])[CH3:27].CC(C)([O-])C.[K+]. Product: [CH2:26]([NH:28][C:29]1[N:31]=[CH:2][C:3]2[CH2:12][CH2:11][C@H:10]3[C@H:9]([CH3:13])[C:8]4([CH2:7][CH2:6][C@:5]3([C:18]3[CH:23]=[CH:22][CH:21]=[CH:20][CH:19]=3)[C:4]=2[N:30]=1)[O:17][CH2:16][CH2:15][O:14]4)[CH3:27]. The catalyst class is: 107. (6) Reactant: [CH2:1]([CH:3]1[N:12]2[C:7](=[CH:8][C:9](=[O:18])[C:10]([C:13]([O:15][CH2:16][CH3:17])=[O:14])=[CH:11]2)[C:6]2[CH:19]=[C:20]([O:24][CH3:25])[C:21]([OH:23])=[CH:22][C:5]=2[CH2:4]1)[CH3:2].Br[CH2:27][CH2:28][NH:29][S:30]([CH3:33])(=[O:32])=[O:31].C([O-])([O-])=O.[K+].[K+]. Product: [CH2:1]([CH:3]1[N:12]2[C:7](=[CH:8][C:9](=[O:18])[C:10]([C:13]([O:15][CH2:16][CH3:17])=[O:14])=[CH:11]2)[C:6]2[CH:19]=[C:20]([O:24][CH3:25])[C:21]([O:23][CH2:27][CH2:28][NH:29][S:30]([CH3:33])(=[O:32])=[O:31])=[CH:22][C:5]=2[CH2:4]1)[CH3:2]. The catalyst class is: 3. (7) Reactant: [N+:1]([C:4]1[CH:5]=[C:6]([C:14]([O:16][CH3:17])=[O:15])[C:7]2[CH2:8][CH2:9][CH2:10][CH2:11][C:12]=2[CH:13]=1)([O-])=O. Product: [NH2:1][C:4]1[CH:5]=[C:6]([C:14]([O:16][CH3:17])=[O:15])[C:7]2[CH2:8][CH2:9][CH2:10][CH2:11][C:12]=2[CH:13]=1. The catalyst class is: 586. (8) Reactant: [NH:1]1[CH:5]=[CH:4][N:3]=[C:2]1[C:6](=[O:8])[CH3:7].CCN(C(C)C)C(C)C.[CH3:18][Si:19]([CH2:22][CH2:23][O:24][CH2:25]Cl)([CH3:21])[CH3:20].C(=O)(O)[O-].[Na+]. Product: [CH3:18][Si:19]([CH3:21])([CH3:20])[CH2:22][CH2:23][O:24][CH2:25][N:1]1[CH:5]=[CH:4][N:3]=[C:2]1[C:6](=[O:8])[CH3:7]. The catalyst class is: 2. (9) The catalyst class is: 1. Reactant: [CH3:1][O:2][C:3]([CH:5]1[CH2:13][C:12]2[C:7](=[CH:8][CH:9]=[CH:10][CH:11]=2)[CH2:6]1)=[O:4].[Li+].[CH3:15][Si]([N-][Si](C)(C)C)(C)C.CI. Product: [CH3:1][O:2][C:3]([C:5]1([CH3:15])[CH2:13][C:12]2[C:7](=[CH:8][CH:9]=[CH:10][CH:11]=2)[CH2:6]1)=[O:4]. (10) Reactant: B.CSC.[Br:5][CH2:6][C:7]1[CH:8]=[C:9]([CH2:14][C:15](O)=[O:16])[CH:10]=[C:11]([F:13])[CH:12]=1. Product: [Br:5][CH2:6][C:7]1[CH:8]=[C:9]([CH2:14][CH2:15][OH:16])[CH:10]=[C:11]([F:13])[CH:12]=1. The catalyst class is: 1.